Dataset: Full USPTO retrosynthesis dataset with 1.9M reactions from patents (1976-2016). Task: Predict the reactants needed to synthesize the given product. (1) Given the product [CH2:1]([C:3]1[C:11]2[C:6](=[CH:7][CH:8]=[CH:9][C:10]=2[NH:12][C:13]([C:15]2[N:19]3[CH:20]=[CH:21][C:22]([CH2:24][CH2:25][N:40]4[CH2:41][CH:38]([O:37][CH3:36])[CH2:39]4)=[CH:23][C:18]3=[N:17][CH:16]=2)=[O:14])[N:5]([CH2:27][C:28]2[CH:33]=[CH:32][CH:31]=[C:30]([CH3:34])[N:29]=2)[N:4]=1)[CH3:2], predict the reactants needed to synthesize it. The reactants are: [CH2:1]([C:3]1[C:11]2[C:6](=[CH:7][CH:8]=[CH:9][C:10]=2[NH:12][C:13]([C:15]2[N:19]3[CH:20]=[CH:21][C:22]([CH2:24][CH:25]=O)=[CH:23][C:18]3=[N:17][CH:16]=2)=[O:14])[N:5]([CH2:27][C:28]2[CH:33]=[CH:32][CH:31]=[C:30]([CH3:34])[N:29]=2)[N:4]=1)[CH3:2].Cl.[CH3:36][O:37][CH:38]1[CH2:41][NH:40][CH2:39]1. (2) Given the product [Cl:1][C:2]1[CH:7]=[CH:6][CH:5]=[C:4]([Cl:8])[C:3]=1[C:9]1[C:10](=[O:27])[CH:11]=[CH:12][N:13]2[C:18]=1[CH:17]=[CH:16][CH:15]=[C:14]2[C:19]1[CH:26]=[CH:25][CH:24]=[CH:23][C:20]=1[CH2:21][OH:22], predict the reactants needed to synthesize it. The reactants are: [Cl:1][C:2]1[CH:7]=[CH:6][CH:5]=[C:4]([Cl:8])[C:3]=1[C:9]1[C:10](=[O:27])[CH:11]=[CH:12][N:13]2[C:18]=1[CH:17]=[CH:16][CH:15]=[C:14]2[C:19]1[CH:26]=[CH:25][CH:24]=[CH:23][C:20]=1[CH:21]=[O:22].[BH4-].[Na+]. (3) Given the product [C:1]([NH:4][CH2:5][CH2:6][C:7]1[C:8]([O:15][CH2:16][CH2:17][O:18][CH:19]2[CH:24]([C:25]3[CH:30]=[CH:29][C:28]([O:31][CH2:32][CH2:33][CH2:34][O:35][CH2:36][C:37]4[CH:42]=[CH:41][CH:40]=[CH:39][C:38]=4[O:43][CH3:44])=[CH:27][CH:26]=3)[CH2:23][CH2:22][N:21]([C:45]([O:47][C:48]([CH3:51])([CH3:50])[CH3:49])=[O:46])[CH2:20]2)=[N:9][C:10]([CH3:14])=[N:11][CH:12]=1)(=[O:3])[CH3:2], predict the reactants needed to synthesize it. The reactants are: [C:1]([NH:4][CH2:5][CH2:6][C:7]1[C:8]([O:15][CH2:16][CH2:17][O:18][CH:19]2[CH:24]([C:25]3[CH:30]=[CH:29][C:28]([O:31][CH2:32][CH2:33][CH2:34][O:35][CH2:36][C:37]4[CH:42]=[CH:41][CH:40]=[CH:39][C:38]=4[O:43][CH3:44])=[CH:27][CH:26]=3)[CH2:23][CH2:22][N:21]([C:45]([O:47][C:48]([CH3:51])([CH3:50])[CH3:49])=[O:46])[CH2:20]2)=[N:9][C:10]([CH3:14])=[N:11][C:12]=1Cl)(=[O:3])[CH3:2].C(N(CC)CC)C. (4) The reactants are: [CH3:1][C:2]1[CH2:18][N:5]2[CH:6]=[CH:7][C:8]3[C:9]([CH:10]=[C:11]([C:13]([O:15]CC)=[O:14])[N:12]=3)=[C:4]2[N:3]=1.[OH-].[K+].Cl. Given the product [CH3:1][C:2]1[CH2:18][N:5]2[CH:6]=[CH:7][C:8]3[C:9]([CH:10]=[C:11]([C:13]([OH:15])=[O:14])[N:12]=3)=[C:4]2[N:3]=1, predict the reactants needed to synthesize it. (5) Given the product [O:21]1[CH2:26][CH2:25][O:24][C:23]2[CH:27]=[C:28]([C:2]3[C:11]([N:12]([CH:14]([CH3:15])[CH3:16])[CH3:13])=[N:10][C:9]4[C:4](=[CH:5][CH:6]=[C:7]([C:17]([OH:19])=[O:18])[CH:8]=4)[N:3]=3)[CH:29]=[CH:30][C:22]1=2, predict the reactants needed to synthesize it. The reactants are: Cl[C:2]1[C:11]([N:12]([CH:14]([CH3:16])[CH3:15])[CH3:13])=[N:10][C:9]2[C:4](=[CH:5][CH:6]=[C:7]([C:17]([O:19]C)=[O:18])[CH:8]=2)[N:3]=1.[O:21]1[CH2:26][CH2:25][O:24][C:23]2[CH:27]=[C:28](B(O)O)[CH:29]=[CH:30][C:22]1=2.[O-]P([O-])([O-])=O.[K+].[K+].[K+].